Dataset: Retrosynthesis with 50K atom-mapped reactions and 10 reaction types from USPTO. Task: Predict the reactants needed to synthesize the given product. (1) Given the product CC(C)(C)OC(=O)c1ccc(-c2ccccc2)cc1NC(=O)c1cc(N2CCC(O[Si](C)(C)C(C)(C)C)CC2)ccc1OCc1ccccc1, predict the reactants needed to synthesize it. The reactants are: CC(C)(C)OC(=O)c1ccc(-c2ccccc2)cc1NC(=O)c1cc(Br)ccc1OCc1ccccc1.CC(C)(C)[Si](C)(C)OC1CCNCC1. (2) Given the product O=C1c2ccccc2C(=O)N1CC#CCSc1nccc(NC(=S)NCC(F)(F)F)n1, predict the reactants needed to synthesize it. The reactants are: FC(F)(F)CN=C=S.Nc1ccnc(SCC#CCN2C(=O)c3ccccc3C2=O)n1. (3) The reactants are: CN(CCCl)Cc1ccccc1.CN1C(=O)c2cccnc2Nc2ccccc21. Given the product CN(CCN1c2ccccc2N(C)C(=O)c2cccnc21)Cc1ccccc1, predict the reactants needed to synthesize it.